This data is from Full USPTO retrosynthesis dataset with 1.9M reactions from patents (1976-2016). The task is: Predict the reactants needed to synthesize the given product. The reactants are: [C:1]1(=[O:21])[N:5]([CH2:6][CH2:7][C:8]2[C:9](=[O:15])[NH:10][C:11](=[O:14])[NH:12][CH:13]=2)[C:4](=[O:16])[C:3]2=[CH:17][CH:18]=[CH:19][CH:20]=[C:2]12.[C:22]([O:30][C@H:31]([C@@H:34]([C@@H:44]([CH2:54][O:55][C:56](=[O:63])[C:57]1[CH:62]=[CH:61][CH:60]=[CH:59][CH:58]=1)[O:45][C:46](=[O:53])[C:47]1[CH:52]=[CH:51][CH:50]=[CH:49][CH:48]=1)[O:35][C:36](=[O:43])[C:37]1[CH:42]=[CH:41][CH:40]=[CH:39][CH:38]=1)C=O)(=O)C1C=CC=CC=1.[Pb].[Ar].[Si](OS(C(F)(F)F)(=O)=O)(C)(C)C. Given the product [C:36]([O:35][C@@H:34]1[C@H:44]([O:45][C:46](=[O:53])[C:47]2[CH:52]=[CH:51][CH:50]=[CH:49][CH:48]=2)[C@H:54]([O:55][C:56](=[O:63])[C:57]2[CH:62]=[CH:61][CH:60]=[CH:59][CH:58]=2)[CH2:22][O:30][C@H:31]1[N:12]1[CH:13]=[C:8]([CH2:7][CH2:6][N:5]2[C:4](=[O:16])[C:3]3=[CH:17][CH:18]=[CH:19][CH:20]=[C:2]3[C:1]2=[O:21])[C:9](=[O:15])[NH:10][C:11]1=[O:14])(=[O:43])[C:37]1[CH:42]=[CH:41][CH:40]=[CH:39][CH:38]=1, predict the reactants needed to synthesize it.